Dataset: Forward reaction prediction with 1.9M reactions from USPTO patents (1976-2016). Task: Predict the product of the given reaction. (1) Given the reactants [Br:1][C:2]1[CH:3]=[C:4]([N:8]2[C:12]3[CH2:13][CH2:14][C:15](O)([CH3:16])[C:11]=3[C:10]([C:18]([O:20][CH2:21][CH3:22])=[O:19])=[N:9]2)[CH:5]=[CH:6][CH:7]=1.C([SiH](CC)CC)C.B(F)(F)F.CCOCC, predict the reaction product. The product is: [Br:1][C:2]1[CH:3]=[C:4]([N:8]2[C:12]3[CH2:13][CH2:14][CH:15]([CH3:16])[C:11]=3[C:10]([C:18]([O:20][CH2:21][CH3:22])=[O:19])=[N:9]2)[CH:5]=[CH:6][CH:7]=1. (2) Given the reactants C[O:2][C:3]([CH:5]1[CH2:14][C:13]2[C:8](=[CH:9][CH:10]=[CH:11][CH:12]=2)[NH:7][CH2:6]1)=O, predict the reaction product. The product is: [NH:7]1[C:8]2[C:13](=[CH:12][CH:11]=[CH:10][CH:9]=2)[CH2:14][CH:5]([CH2:3][OH:2])[CH2:6]1. (3) Given the reactants [N+:1]([C:4]1[CH:9]=[CH:8][C:7](Br)=[CH:6][CH:5]=1)([O-:3])=[O:2].[C:11]([C:14]1[CH:19]=[CH:18][C:17](B(O)O)=[CH:16][CH:15]=1)(=[O:13])[CH3:12], predict the reaction product. The product is: [N+:1]([C:4]1[CH:9]=[CH:8][C:7]([C:17]2[CH:18]=[CH:19][C:14]([C:11](=[O:13])[CH3:12])=[CH:15][CH:16]=2)=[CH:6][CH:5]=1)([O-:3])=[O:2]. (4) Given the reactants [Br:1][C:2]1[CH:3]=[CH:4][C:5]2[N:9]=[CH:8][NH:7][C:6]=2[CH:10]=1.[O:11]1[CH:16]=[CH:15][CH2:14][CH2:13][CH2:12]1.C1(C)C=CC(S(O)(=O)=O)=CC=1.BrC1C=CC2N=CN(C3CCCCO3)C=2C=1, predict the reaction product. The product is: [Br:1][C:2]1[CH:3]=[CH:4][C:5]2[N:9]([CH:12]3[CH2:13][CH2:14][CH2:15][CH2:16][O:11]3)[CH:8]=[N:7][C:6]=2[CH:10]=1.